Dataset: Forward reaction prediction with 1.9M reactions from USPTO patents (1976-2016). Task: Predict the product of the given reaction. (1) Given the reactants [CH3:1][N:2]1[C:6]2=[N:7][CH:8]=[CH:9][CH:10]=[C:5]2[CH:4]=[CH:3]1.C1COCC1.C([Li])CCC.C(O[B:25]1[O:29][C:28]([CH3:31])([CH3:30])[C:27]([CH3:33])([CH3:32])[O:26]1)(C)C, predict the reaction product. The product is: [CH3:1][N:2]1[C:6]2=[N:7][CH:8]=[CH:9][CH:10]=[C:5]2[CH:4]=[C:3]1[B:25]1[O:29][C:28]([CH3:31])([CH3:30])[C:27]([CH3:33])([CH3:32])[O:26]1. (2) Given the reactants [C:1]1([C@H:11]([NH:13][CH:14]2[CH2:18][CH2:17][CH:16]([C:19]([OH:21])=O)[CH2:15]2)[CH3:12])[C:10]2[C:5](=[CH:6][CH:7]=[CH:8][CH:9]=2)[CH:4]=[CH:3][CH:2]=1.[NH3:22], predict the reaction product. The product is: [C:1]1([C@H:11]([NH:13][CH:14]2[CH2:18][CH2:17][CH:16]([C:19]([NH2:22])=[O:21])[CH2:15]2)[CH3:12])[C:10]2[C:5](=[CH:6][CH:7]=[CH:8][CH:9]=2)[CH:4]=[CH:3][CH:2]=1. (3) Given the reactants [F:1][C:2]1[C:3]([CH3:28])=[CH:4][C:5]2[N:9]=[CH:8][N:7]([CH:10]3[CH2:15][CH2:14][N:13]([CH2:16][CH:17]4[CH2:25][C:24]5[C:19](=[CH:20][CH:21]=[C:22]([F:26])[CH:23]=5)[CH2:18]4)[CH2:12][CH2:11]3)[C:6]=2[CH:27]=1.[Li]C(C)(C)C.[CH3:34][C:35]([CH3:37])=[O:36], predict the reaction product. The product is: [F:1][C:2]1[C:3]([CH3:28])=[CH:4][C:5]2[N:9]=[C:8]([C:35]([OH:36])([CH3:37])[CH3:34])[N:7]([CH:10]3[CH2:11][CH2:12][N:13]([CH2:16][CH:17]4[CH2:25][C:24]5[C:19](=[CH:20][CH:21]=[C:22]([F:26])[CH:23]=5)[CH2:18]4)[CH2:14][CH2:15]3)[C:6]=2[CH:27]=1. (4) Given the reactants C[O:2][C:3]([C:5]1([CH2:10][CH2:11][CH2:12][NH:13][CH2:14][C:15]2[CH:20]=[CH:19][CH:18]=[CH:17][CH:16]=2)[CH2:9][CH2:8][CH2:7][NH:6]1)=O, predict the reaction product. The product is: [CH2:14]([N:13]1[CH2:12][CH2:11][CH2:10][C:5]2([NH:6][CH2:7][CH2:8][CH2:9]2)[C:3]1=[O:2])[C:15]1[CH:20]=[CH:19][CH:18]=[CH:17][CH:16]=1. (5) Given the reactants [CH3:1][C:2]1[C:6]([C:7]2[C:16]3[O:15][CH2:14][C@H:13]([C:17]4[CH:22]=[CH:21][CH:20]=[CH:19][N:18]=4)[N:12]4[C:23]([CH:25]=[O:26])=[N:24][C:10]([C:11]=34)=[CH:9][CH:8]=2)=[C:5]([CH3:27])[O:4][N:3]=1.[CH3:28][Mg]Cl, predict the reaction product. The product is: [CH3:1][C:2]1[C:6]([C:7]2[C:16]3[O:15][CH2:14][C@H:13]([C:17]4[CH:22]=[CH:21][CH:20]=[CH:19][N:18]=4)[N:12]4[C:23]([CH:25]([OH:26])[CH3:28])=[N:24][C:10]([C:11]=34)=[CH:9][CH:8]=2)=[C:5]([CH3:27])[O:4][N:3]=1. (6) The product is: [F:5][C:6]1[CH:7]=[C:8]([CH:9]([OH:10])[CH2:1][CH3:2])[CH:11]=[CH:12][CH:13]=1. Given the reactants [CH2:1](Br)[CH3:2].[Mg].[F:5][C:6]1[CH:7]=[C:8]([CH:11]=[CH:12][CH:13]=1)[CH:9]=[O:10], predict the reaction product. (7) The product is: [Cl:1][C:2]1[CH:3]=[CH:4][C:5]([CH2:8][CH2:9][N:10]([C:13]2[CH:18]=[CH:17][C:16]([CH3:19])=[CH:15][CH:14]=2)[NH2:11])=[CH:6][N:7]=1. Given the reactants [Cl:1][C:2]1[N:7]=[CH:6][C:5]([CH2:8][CH2:9][N:10]([C:13]2[CH:18]=[CH:17][C:16]([CH3:19])=[CH:15][CH:14]=2)[N:11]=O)=[CH:4][CH:3]=1.C(=O)([O-])[O-].[NH4+].[NH4+], predict the reaction product. (8) Given the reactants Br[C:2]1[C:3]([N:25]2[CH2:29][CH2:28][C@@H:27]([OH:30])[CH2:26]2)=[N:4][CH:5]=[C:6]([CH:24]=1)[C:7]([NH:9][C:10]1[CH:15]=[CH:14][C:13]([O:16][C:17]([F:23])([F:22])[C:18]([F:21])([F:20])[F:19])=[CH:12][CH:11]=1)=[O:8].[F:31][C:32]1[CH:33]=[N:34][CH:35]=[C:36](B2OC(C)(C)C(C)(C)O2)[CH:37]=1, predict the reaction product. The product is: [F:31][C:32]1[CH:37]=[C:36]([C:2]2[C:3]([N:25]3[CH2:29][CH2:28][C@@H:27]([OH:30])[CH2:26]3)=[N:4][CH:5]=[C:6]([C:7]([NH:9][C:10]3[CH:11]=[CH:12][C:13]([O:16][C:17]([F:23])([F:22])[C:18]([F:20])([F:21])[F:19])=[CH:14][CH:15]=3)=[O:8])[CH:24]=2)[CH:35]=[N:34][CH:33]=1.